Dataset: Reaction yield outcomes from USPTO patents with 853,638 reactions. Task: Predict the reaction yield, written as a fraction of the theoretical maximum amount of product (1.0 means a 100% yield; for example, 0.34 means a 34% yield). (1) The reactants are Br[C:2]1[CH:3]=[C:4]2[C:9](=[CH:10][C:11]=1[CH3:12])[N:8]([CH:13]([CH3:15])[CH3:14])[CH2:7][CH2:6][CH2:5]2.[C:16](=[O:19])([O-])[O-].[K+].[K+].CO[CH2:24][CH2:25][O:26][CH3:27]. The catalyst is O.C(OCC)(=O)C.C1C=CC([P]([Pd]([P](C2C=CC=CC=2)(C2C=CC=CC=2)C2C=CC=CC=2)([P](C2C=CC=CC=2)(C2C=CC=CC=2)C2C=CC=CC=2)[P](C2C=CC=CC=2)(C2C=CC=CC=2)C2C=CC=CC=2)(C2C=CC=CC=2)C2C=CC=CC=2)=CC=1. The product is [CH:13]([N:8]1[C:9]2[C:4](=[CH:3][C:2]([C:3]3[CH:2]=[C:11]([CH:10]=[CH:24][C:25]=3[O:26][CH3:27])[CH:16]=[O:19])=[C:11]([CH3:12])[CH:10]=2)[CH2:5][CH2:6][CH2:7]1)([CH3:15])[CH3:14]. The yield is 0.790. (2) The reactants are [Br:1][C:2]1[CH:11]=[CH:10][C:5]([C:6]([O:8]C)=O)=[C:4]([Cl:12])[CH:3]=1.C[Al](C)C.[F:17][C:18]([F:27])([F:26])[C:19]1[CH:24]=[CH:23][N:22]=[C:21]([NH2:25])[CH:20]=1. The catalyst is C1(C)C=CC=CC=1. The product is [Br:1][C:2]1[CH:11]=[CH:10][C:5]([C:6]([NH:25][C:21]2[CH:20]=[C:19]([C:18]([F:26])([F:17])[F:27])[CH:24]=[CH:23][N:22]=2)=[O:8])=[C:4]([Cl:12])[CH:3]=1. The yield is 0.676. (3) The reactants are [Br:1][C:2]1[CH:29]=[CH:28][C:5]2[C:6]3[N:7]([CH:11]=[C:12]([C:14]([N:16]=[C:17](SC)[NH:18][C:19]([O:21]C(C)(C)C)=[O:20])=O)[N:13]=3)[CH2:8][CH2:9][O:10][C:4]=2[CH:3]=1.Cl.[Cl:31][C:32]1[CH:37]=[CH:36][CH:35]=[CH:34][C:33]=1[NH:38][NH2:39]. The catalyst is CC(O)=O. The product is [Br:1][C:2]1[CH:29]=[CH:28][C:5]2[C:6]3[N:7]([CH:11]=[C:12]([C:14]4[N:38]([C:33]5[CH:34]=[CH:35][CH:36]=[CH:37][C:32]=5[Cl:31])[N:39]=[C:17]([NH:18][C:19](=[O:20])[OH:21])[N:16]=4)[N:13]=3)[CH2:8][CH2:9][O:10][C:4]=2[CH:3]=1. The yield is 0.600. (4) The reactants are C([O:3][C:4](=O)[CH2:5][C:6]1[N:7]=[C:8]([C:13]2[CH:18]=[CH:17][C:16]([C:19]([F:22])([F:21])[F:20])=[CH:15][CH:14]=2)[O:9][C:10]=1[CH2:11][CH3:12])C.[H-].[H-].[H-].[H-].[Li+].[Al+3]. The catalyst is O1CCCC1. The product is [CH2:11]([C:10]1[O:9][C:8]([C:13]2[CH:14]=[CH:15][C:16]([C:19]([F:22])([F:21])[F:20])=[CH:17][CH:18]=2)=[N:7][C:6]=1[CH2:5][CH2:4][OH:3])[CH3:12]. The yield is 0.790. (5) The reactants are [CH2:1]1[CH:8]2[C:4]3([C:10]([OH:12])=O)[CH2:5][CH:6]([CH2:9][CH:2]1[CH2:3]3)[CH2:7]2.C(Cl)(=O)C([Cl:16])=O. The catalyst is ClCCl. The product is [CH2:1]1[CH:8]2[C:4]3([C:10]([Cl:16])=[O:12])[CH2:5][CH:6]([CH2:9][CH:2]1[CH2:3]3)[CH2:7]2. The yield is 0.990. (6) The catalyst is Cl.O1CCOCC1. The reactants are [CH2:1]([N:8]([CH2:20][C:21]1[CH:26]=[CH:25][CH:24]=[CH:23][CH:22]=1)[CH:9]1[CH2:13][CH:12]([C:14]([O:16]CC)=[O:15])[CH:11]([CH3:19])[CH2:10]1)[C:2]1[CH:7]=[CH:6][CH:5]=[CH:4][CH:3]=1. The yield is 0.980. The product is [CH2:20]([N:8]([CH2:1][C:2]1[CH:7]=[CH:6][CH:5]=[CH:4][CH:3]=1)[CH:9]1[CH2:13][CH:12]([C:14]([OH:16])=[O:15])[CH:11]([CH3:19])[CH2:10]1)[C:21]1[CH:22]=[CH:23][CH:24]=[CH:25][CH:26]=1. (7) The reactants are C([O:5][C:6]1[CH:11]=[C:10]([C:12]2[CH:29]=[CH:28][C:15]([CH2:16][NH:17][C:18](=[O:27])[C:19]3[C:24]([Cl:25])=[CH:23][CH:22]=[CH:21][C:20]=3[Cl:26])=[CH:14][CH:13]=2)[CH:9]=[CH:8][N:7]=1)(C)(C)C. The catalyst is C(O)=O. The product is [Cl:26][C:20]1[CH:21]=[CH:22][CH:23]=[C:24]([Cl:25])[C:19]=1[C:18]([NH:17][CH2:16][C:15]1[CH:28]=[CH:29][C:12]([C:10]2[CH:9]=[CH:8][NH:7][C:6](=[O:5])[CH:11]=2)=[CH:13][CH:14]=1)=[O:27]. The yield is 0.755. (8) The reactants are [CH3:1][C:2]1[O:6][N:5]=[C:4]([C:7]2[CH:12]=[CH:11][N:10]=[CH:9][N:8]=2)[C:3]=1[CH2:13][O:14][C:15]1[CH:23]=[CH:22][C:18]([C:19]([OH:21])=O)=[CH:17][N:16]=1.[CH3:24][NH2:25]. No catalyst specified. The product is [CH3:24][NH:25][C:19](=[O:21])[C:18]1[CH:22]=[CH:23][C:15]([O:14][CH2:13][C:3]2[C:4]([C:7]3[CH:12]=[CH:11][N:10]=[CH:9][N:8]=3)=[N:5][O:6][C:2]=2[CH3:1])=[N:16][CH:17]=1. The yield is 0.700. (9) The reactants are [NH2:1][C:2]1[CH:7]=[CH:6][CH:5]=[CH:4][N:3]=1.[CH2:8]([O:10][C:11](=[O:23])[CH2:12][C:13]1[CH:18]=[CH:17][C:16]([S:19](Cl)(=[O:21])=[O:20])=[CH:15][CH:14]=1)[CH3:9].Cl.O. The catalyst is N1C=CC=CC=1. The product is [CH2:8]([O:10][C:11](=[O:23])[CH2:12][C:13]1[CH:18]=[CH:17][C:16]([S:19](=[O:20])(=[O:21])[NH:1][C:2]2[CH:7]=[CH:6][CH:5]=[CH:4][N:3]=2)=[CH:15][CH:14]=1)[CH3:9]. The yield is 0.270. (10) The reactants are [C:1]([NH:4][NH:5][C:6](=O)[CH2:7][C@H:8]1[N:15]([S:16]([C:19]2[CH:20]=[CH:21][CH:22]=[C:23]3[C:28]=2[N:27]=[CH:26][CH:25]=[CH:24]3)(=[O:18])=[O:17])[CH2:14][C:13]2[CH:29]=[CH:30][CH:31]=[CH:32][C:12]=2[CH2:11][O:10][CH2:9]1)(=[O:3])[CH3:2].O=P(Cl)(Cl)Cl. The catalyst is O. The product is [CH3:2][C:1]1[O:3][C:6]([CH2:7][C@H:8]2[N:15]([S:16]([C:19]3[CH:20]=[CH:21][CH:22]=[C:23]4[C:28]=3[N:27]=[CH:26][CH:25]=[CH:24]4)(=[O:18])=[O:17])[CH2:14][C:13]3[CH:29]=[CH:30][CH:31]=[CH:32][C:12]=3[CH2:11][O:10][CH2:9]2)=[N:5][N:4]=1. The yield is 0.420.